From a dataset of Catalyst prediction with 721,799 reactions and 888 catalyst types from USPTO. Predict which catalyst facilitates the given reaction. (1) Reactant: [C:1]([O:5][C:6]([NH:8][CH2:9][CH:10]([C:16]1[CH:21]=[CH:20][C:19]([CH2:22][O:23][Si:24]([CH:31]([CH3:33])[CH3:32])([CH:28]([CH3:30])[CH3:29])[CH:25]([CH3:27])[CH3:26])=[CH:18][CH:17]=1)[C:11]([O:13]CC)=[O:12])=[O:7])([CH3:4])([CH3:3])[CH3:2].[OH-].[Na+].Cl. Product: [C:1]([O:5][C:6]([NH:8][CH2:9][CH:10]([C:16]1[CH:17]=[CH:18][C:19]([CH2:22][O:23][Si:24]([CH:25]([CH3:27])[CH3:26])([CH:28]([CH3:30])[CH3:29])[CH:31]([CH3:32])[CH3:33])=[CH:20][CH:21]=1)[C:11]([OH:13])=[O:12])=[O:7])([CH3:4])([CH3:2])[CH3:3]. The catalyst class is: 5. (2) Reactant: [NH2:1][C:2]1[C:7]([N+:8]([O-])=O)=[CH:6][C:5]([C:11]2[C:12]([CH3:17])=[N:13][O:14][C:15]=2[CH3:16])=[CH:4][C:3]=1[S:18]([NH:21][CH:22]1[CH2:26][CH2:25][CH2:24][CH2:23]1)(=[O:20])=[O:19]. Product: [NH2:1][C:2]1[C:7]([NH2:8])=[CH:6][C:5]([C:11]2[C:12]([CH3:17])=[N:13][O:14][C:15]=2[CH3:16])=[CH:4][C:3]=1[S:18]([NH:21][CH:22]1[CH2:26][CH2:25][CH2:24][CH2:23]1)(=[O:19])=[O:20]. The catalyst class is: 19. (3) Reactant: C(OC([NH:8][C:9]([CH3:27])([CH3:26])[CH2:10][CH2:11][N:12]1[C:16]2[CH:17]=[C:18]([C:21]([O:23][CH2:24][CH3:25])=[O:22])[CH:19]=[CH:20][C:15]=2[N:14]=[CH:13]1)=O)(C)(C)C.FC(F)(F)C(O)=O. Product: [NH2:8][C:9]([CH3:26])([CH3:27])[CH2:10][CH2:11][N:12]1[C:16]2[CH:17]=[C:18]([C:21]([O:23][CH2:24][CH3:25])=[O:22])[CH:19]=[CH:20][C:15]=2[N:14]=[CH:13]1. The catalyst class is: 4. (4) Reactant: C([O-])([O-])=O.[Na+].[Na+].Cl[C:8]1[C:13]([CH3:14])=[CH:12][N:11]=[CH:10][N:9]=1.B([C:18]1[CH:26]=[CH:25][C:21]([C:22]([OH:24])=[O:23])=[CH:20][CH:19]=1)(O)O. Product: [CH3:14][C:13]1[C:8]([C:18]2[CH:26]=[CH:25][C:21]([C:22]([OH:24])=[O:23])=[CH:20][CH:19]=2)=[N:9][CH:10]=[N:11][CH:12]=1. The catalyst class is: 9.